The task is: Predict the reaction yield, written as a fraction of the theoretical maximum amount of product (1.0 means a 100% yield; for example, 0.34 means a 34% yield).. This data is from Reaction yield outcomes from USPTO patents with 853,638 reactions. (1) The reactants are [CH3:1][O:2][C:3]([C:5]1([N:8]2[C:12]3[N:13]=[CH:14][N:15]=[C:16](Cl)[C:11]=3[CH:10]=[CH:9]2)[CH2:7][CH2:6]1)=[O:4].[OH-].[NH4+]. The catalyst is C(O)C.[Pd]. The product is [CH3:1][O:2][C:3]([C:5]1([N:8]2[C:12]3[N:13]=[CH:14][N:15]=[CH:16][C:11]=3[CH:10]=[CH:9]2)[CH2:6][CH2:7]1)=[O:4]. The yield is 0.590. (2) The reactants are C([SiH2][O:6][C:7](C)(C)[C:8]1[CH:13]=[CH:12][C:11]([C:14]#[C:15][C:16]2[CH:21]=[CH:20][C:19]([CH2:22][C:23]([O:25][CH3:26])=[O:24])=[CH:18][CH:17]=2)=[CH:10][C:9]=1[CH:27]([CH3:29])[CH3:28])(C)(C)C.[F-].C([N+](CCCC)(CCCC)CCCC)CCC. The catalyst is C1COCC1. The product is [OH:6][CH2:7][C:8]1[CH:13]=[CH:12][C:11]([C:14]#[C:15][C:16]2[CH:21]=[CH:20][C:19]([CH2:22][C:23]([O:25][CH3:26])=[O:24])=[CH:18][CH:17]=2)=[CH:10][C:9]=1[CH:27]([CH3:29])[CH3:28]. The yield is 0.850. (3) The reactants are [Cl:1][C:2]1[CH:29]=[CH:28][CH:27]=[CH:26][C:3]=1[C:4]([C:6]1[S:10][C:9]([NH:11][C:12]([C:14]2([C:17]3[CH:25]=[CH:24][C:20]4[O:21][CH2:22][O:23][C:19]=4[CH:18]=3)[CH2:16][CH2:15]2)=[O:13])=[N:8][CH:7]=1)=[O:5].[BH4-].[Na+]. The catalyst is CO. The product is [Cl:1][C:2]1[CH:29]=[CH:28][CH:27]=[CH:26][C:3]=1[CH:4]([OH:5])[C:6]1[S:10][C:9]([NH:11][C:12]([C:14]2([C:17]3[CH:25]=[CH:24][C:20]4[O:21][CH2:22][O:23][C:19]=4[CH:18]=3)[CH2:15][CH2:16]2)=[O:13])=[N:8][CH:7]=1. The yield is 0.630.